Predict the reactants needed to synthesize the given product. From a dataset of Full USPTO retrosynthesis dataset with 1.9M reactions from patents (1976-2016). Given the product [CH3:1][O:2][C:3]([C:5]1[C:14]2[C:9](=[C:10]([NH:15][S:16]([C:19]3[CH:24]=[CH:23][CH:22]=[CH:21][C:20]=3[NH2:25])(=[O:18])=[O:17])[CH:11]=[CH:12][CH:13]=2)[N:8]=[CH:7][CH:6]=1)=[O:4], predict the reactants needed to synthesize it. The reactants are: [CH3:1][O:2][C:3]([C:5]1[C:14]2[C:9](=[C:10]([NH:15][S:16]([C:19]3[CH:24]=[CH:23][CH:22]=[CH:21][C:20]=3[N+:25]([O-])=O)(=[O:18])=[O:17])[CH:11]=[CH:12][CH:13]=2)[N:8]=[CH:7][CH:6]=1)=[O:4].Cl[Sn]Cl.